Dataset: Forward reaction prediction with 1.9M reactions from USPTO patents (1976-2016). Task: Predict the product of the given reaction. (1) The product is: [CH2:15]([S:22][C:2]1[CH:7]=[CH:6][C:5]([O:8][CH3:9])=[CH:4][N:3]=1)[C:16]1[CH:21]=[CH:20][CH:19]=[CH:18][CH:17]=1. Given the reactants Br[C:2]1[CH:7]=[CH:6][C:5]([O:8][CH3:9])=[CH:4][N:3]=1.[Li]CCCC.[CH2:15]([S:22][S:22][CH2:15][C:16]1[CH:21]=[CH:20][CH:19]=[CH:18][CH:17]=1)[C:16]1[CH:21]=[CH:20][CH:19]=[CH:18][CH:17]=1.[Cl-].[NH4+], predict the reaction product. (2) Given the reactants [O:1]=[C:2]1[CH2:7][CH2:6][N:5]([C:8]([O:10][C:11]([CH3:14])([CH3:13])[CH3:12])=[O:9])[CH2:4][CH:3]1[C:15]([O:17]CC)=O.[CH3:20][O:21][CH2:22][CH2:23][O:24][C:25]1[CH:26]=[C:27]([CH:33]=[C:34]([CH2:36][CH2:37][CH2:38][O:39][CH3:40])[CH:35]=1)[CH2:28][NH:29][CH:30]1[CH2:32][CH2:31]1.BrC1C=C(C(OC)=O)C2C(=CC=CC=2)N=1, predict the reaction product. The product is: [CH:30]1([N:29]([CH2:28][C:27]2[CH:33]=[C:34]([CH2:36][CH2:37][CH2:38][O:39][CH3:40])[CH:35]=[C:25]([O:24][CH2:23][CH2:22][O:21][CH3:20])[CH:26]=2)[C:15]([CH:3]2[C:2](=[O:1])[CH2:7][CH2:6][N:5]([C:8]([O:10][C:11]([CH3:12])([CH3:13])[CH3:14])=[O:9])[CH2:4]2)=[O:17])[CH2:32][CH2:31]1. (3) Given the reactants [Br:1][CH2:2][CH2:3][CH2:4][CH2:5][CH2:6][CH2:7][CH2:8][CH2:9][CH2:10][CH2:11][CH2:12][CH2:13][CH2:14][C:15]1[CH:16]=[N:17][CH:18]=[CH:19][CH:20]=1.[N:21]1[CH:26]=[C:25]([CH3:27])[CH:24]=[C:23]([CH3:28])[CH:22]=1, predict the reaction product. The product is: [Br-:1].[CH3:28][C:23]1[CH:22]=[N+:21]([CH2:2][CH2:3][CH2:4][CH2:5][CH2:6][CH2:7][CH2:8][CH2:9][CH2:10][CH2:11][CH2:12][CH2:13][CH2:14][C:15]2[CH:16]=[N:17][CH:18]=[CH:19][CH:20]=2)[CH:26]=[C:25]([CH3:27])[CH:24]=1. (4) Given the reactants [OH:1][N:2]=[C:3]([C:13]1[N:17]([CH3:18])[N:16]=[N:15][N:14]=1)[C:4]1[CH:5]=[C:6]([CH:10]=[CH:11][CH:12]=1)[N:7]([CH3:9])[CH3:8].C(=O)([O-])[O-].[Cs+].[Cs+].[I-].[K+].[Br:27][C:28]1[S:29][CH:30]=[C:31]([CH2:33]Br)[N:32]=1, predict the reaction product. The product is: [Br:27][C:28]1[S:29][CH:30]=[C:31]([CH2:33][O:1][N:2]=[C:3]([C:13]2[N:17]([CH3:18])[N:16]=[N:15][N:14]=2)[C:4]2[CH:5]=[C:6]([CH:10]=[CH:11][CH:12]=2)[N:7]([CH3:9])[CH3:8])[N:32]=1. (5) Given the reactants [NH:1]([C:17]([O:19][C:20]([CH3:23])([CH3:22])[CH3:21])=[O:18])[C@H:2]([C:14]([OH:16])=[O:15])[CH2:3][C:4](=[O:13])[O:5][CH2:6][C:7]1[CH:12]=[CH:11][CH:10]=[CH:9][CH:8]=1.[C:24]([O-])([O-])=O.[K+].[K+].CI, predict the reaction product. The product is: [NH:1]([C:17]([O:19][C:20]([CH3:23])([CH3:22])[CH3:21])=[O:18])[C@H:2]([C:14]([O:16][CH3:24])=[O:15])[CH2:3][C:4](=[O:13])[O:5][CH2:6][C:7]1[CH:12]=[CH:11][CH:10]=[CH:9][CH:8]=1. (6) Given the reactants [CH:1]([C:3]1[CH:8]=[C:7]([C:9]2[C:14]3[C:15]([O:37][CH3:38])=[N:16][N:17]([C:18]([C:31]4[CH:36]=[CH:35][CH:34]=[CH:33][CH:32]=4)([C:25]4[CH:30]=[CH:29][CH:28]=[CH:27][CH:26]=4)[C:19]4[CH:24]=[CH:23][CH:22]=[CH:21][CH:20]=4)[C:13]=3[CH:12]=[C:11]([NH:39][C:40]([NH:42][C@@H:43]([C:45]3[CH:50]=[CH:49][CH:48]=[CH:47][CH:46]=3)[CH3:44])=[O:41])[N:10]=2)[CH:6]=[CH:5][N:4]=1)=[O:2].[BH4-].[Na+].Cl, predict the reaction product. The product is: [OH:2][CH2:1][C:3]1[CH:8]=[C:7]([C:9]2[C:14]3[C:15]([O:37][CH3:38])=[N:16][N:17]([C:18]([C:19]4[CH:20]=[CH:21][CH:22]=[CH:23][CH:24]=4)([C:31]4[CH:36]=[CH:35][CH:34]=[CH:33][CH:32]=4)[C:25]4[CH:26]=[CH:27][CH:28]=[CH:29][CH:30]=4)[C:13]=3[CH:12]=[C:11]([NH:39][C:40]([NH:42][C@@H:43]([C:45]3[CH:50]=[CH:49][CH:48]=[CH:47][CH:46]=3)[CH3:44])=[O:41])[N:10]=2)[CH:6]=[CH:5][N:4]=1. (7) Given the reactants FC(F)(F)C(O)=O.[CH3:8][C:9]1([CH3:23])[C:14](=[O:15])[CH2:13][CH2:12][N:11](C(OC(C)(C)C)=O)[CH2:10]1, predict the reaction product. The product is: [CH3:8][C:9]1([CH3:23])[C:14](=[O:15])[CH2:13][CH2:12][NH:11][CH2:10]1. (8) Given the reactants [CH3:1][N:2]1[CH:10]=[C:9]2[C:4]([CH:5]=[CH:6][CH:7]=[C:8]2[C:11]#[C:12][CH2:13][OH:14])=[N:3]1, predict the reaction product. The product is: [CH3:1][N:2]1[CH:10]=[C:9]2[C:4]([CH:5]=[CH:6][CH:7]=[C:8]2/[CH:11]=[CH:12]\[CH2:13][OH:14])=[N:3]1. (9) Given the reactants S(=O)(=O)(O)O.[Cl:6][C:7]1[C:12]2[O:13][C:14]3[C:23]([CH3:24])=[CH:22][C:21]([C:25]([OH:27])=[O:26])=[CH:20][C:15]=3[S:16](=[O:19])(=[O:18])[CH2:17][C:11]=2[CH:10]=[C:9]([N:28]2[CH2:33][CH2:32][NH:31][CH2:30][CH2:29]2)[CH:8]=1.Cl.[CH:35](O)([CH3:37])[CH3:36], predict the reaction product. The product is: [ClH:6].[CH:35]([O:26][C:25]([C:21]1[CH:22]=[C:23]([CH3:24])[C:14]2[O:13][C:12]3[C:7]([Cl:6])=[CH:8][C:9]([N:28]4[CH2:29][CH2:30][NH:31][CH2:32][CH2:33]4)=[CH:10][C:11]=3[CH2:17][S:16](=[O:18])(=[O:19])[C:15]=2[CH:20]=1)=[O:27])([CH3:37])[CH3:36]. (10) Given the reactants [NH4+].[OH-].S[C:4]1[N:5]=[C:6]([OH:14])[C:7]2[C@H:12]([CH3:13])[CH2:11][CH2:10][C:8]=2[N:9]=1, predict the reaction product. The product is: [CH3:13][C@H:12]1[C:7]2[C:6]([OH:14])=[N:5][CH:4]=[N:9][C:8]=2[CH2:10][CH2:11]1.